Dataset: Reaction yield outcomes from USPTO patents with 853,638 reactions. Task: Predict the reaction yield, written as a fraction of the theoretical maximum amount of product (1.0 means a 100% yield; for example, 0.34 means a 34% yield). (1) The reactants are [OH:1][CH2:2][CH2:3][N:4]([CH2:12][CH2:13][N:14]1[CH2:19][CH2:18][S:17][C:16]2[CH:20]=[CH:21][C:22]([NH:24][C:25]([C:27]3[S:28][CH:29]=[CH:30][CH:31]=3)=[NH:26])=[CH:23][C:15]1=2)C(=O)OC(C)(C)C.Cl.O. The catalyst is CO.C(=O)([O-])[O-].[Na+].[Na+]. The product is [OH:1][CH2:2][CH2:3][NH:4][CH2:12][CH2:13][N:14]1[CH2:19][CH2:18][S:17][C:16]2[CH:20]=[CH:21][C:22]([NH:24][C:25]([C:27]3[S:28][CH:29]=[CH:30][CH:31]=3)=[NH:26])=[CH:23][C:15]1=2. The yield is 0.669. (2) The reactants are [CH:1]([N:3]1[C:11]2[C:6](=[CH:7][CH:8]=[C:9]([C:12](O)=[O:13])[CH:10]=2)C=C1)=O.[CH:15]([N:18]1[CH2:23][CH2:22][NH:21][CH2:20][CH2:19]1)([CH3:17])[CH3:16].C1C=CC2N([OH:33])N=NC=2C=1.[CH2:34](Cl)[CH2:35]Cl. The catalyst is CN(C=O)C. The product is [CH:15]([N:18]1[CH2:23][CH2:22][N:21]([C:12]([C:9]2[CH:10]=[C:11]3[C:6]([C:34]([CH:35]=[O:33])=[CH:1][NH:3]3)=[CH:7][CH:8]=2)=[O:13])[CH2:20][CH2:19]1)([CH3:17])[CH3:16]. The yield is 0.430. (3) The reactants are [Cl:1][C:2]1[N:7]=[N:6][C:5]([C:8]([F:21])(C(OCC)=O)[C:9]([O:11][C:12](C)(C)[CH3:13])=[O:10])=[CH:4][CH:3]=1.ClCCl. The catalyst is FC(F)(F)C(O)=O. The product is [Cl:1][C:2]1[N:7]=[N:6][C:5]([CH:8]([F:21])[C:9]([O:11][CH2:12][CH3:13])=[O:10])=[CH:4][CH:3]=1. The yield is 0.790. (4) The yield is 0.840. The catalyst is C(Cl)Cl. The product is [F:2][C:3]1[CH:37]=[C:36]([NH:38][C:39]([N:41]2[CH2:45][CH2:44][N:43]([C:46]3[CH:47]=[CH:48][CH:49]=[CH:50][CH:51]=3)[C:42]2=[O:52])=[O:40])[CH:35]=[CH:34][C:4]=1[O:5][C:6]1[CH:11]=[CH:10][N:9]=[C:8]2[CH:12]=[C:13]([C:15]3[CH:16]=[CH:17][C:18]([CH2:21][NH:22][CH2:30][CH2:31][O:32][CH3:33])=[CH:19][N:20]=3)[S:14][C:7]=12. The reactants are Cl.[F:2][C:3]1[CH:37]=[C:36]([NH:38][C:39]([N:41]2[CH2:45][CH2:44][N:43]([C:46]3[CH:51]=[CH:50][CH:49]=[CH:48][CH:47]=3)[C:42]2=[O:52])=[O:40])[CH:35]=[CH:34][C:4]=1[O:5][C:6]1[CH:11]=[CH:10][N:9]=[C:8]2[CH:12]=[C:13]([C:15]3[N:20]=[CH:19][C:18]([CH2:21][N:22]([CH2:30][CH2:31][O:32][CH3:33])C(=O)OC(C)(C)C)=[CH:17][CH:16]=3)[S:14][C:7]=12. (5) The reactants are [NH2-].[Li+].[Cl:3][C:4]1[CH:5]=[C:6]([CH2:11][CH2:12][C:13]2[CH:18]=[CH:17][C:16]([NH2:19])=[CH:15][CH:14]=2)[CH:7]=[CH:8][C:9]=1[Cl:10].F[C:21]1[CH:29]=[CH:28][CH:27]=[CH:26][C:22]=1[C:23]([OH:25])=[O:24]. The catalyst is O1CCCC1. The product is [Cl:3][C:4]1[CH:5]=[C:6]([CH2:11][CH2:12][C:13]2[CH:14]=[CH:15][C:16]([NH:19][C:21]3[CH:29]=[CH:28][CH:27]=[CH:26][C:22]=3[C:23]([OH:25])=[O:24])=[CH:17][CH:18]=2)[CH:7]=[CH:8][C:9]=1[Cl:10]. The yield is 0.714. (6) The reactants are [F:1][C:2]1[CH:7]=[CH:6][CH:5]=[C:4]([F:8])[C:3]=1[C:9]1[NH:17][C:16]2[CH2:15][CH2:14][N:13]([C:18]3[CH:19]=[N:20][C:21]([S:25]([CH3:28])(=[O:27])=[O:26])=[CH:22][C:23]=3[CH3:24])[CH2:12][C:11]=2[CH:10]=1.C1C(=O)N([Br:36])C(=O)C1.O. The catalyst is C1COCC1. The product is [Br:36][C:10]1[C:11]2[CH2:12][N:13]([C:18]3[CH:19]=[N:20][C:21]([S:25]([CH3:28])(=[O:27])=[O:26])=[CH:22][C:23]=3[CH3:24])[CH2:14][CH2:15][C:16]=2[NH:17][C:9]=1[C:3]1[C:4]([F:8])=[CH:5][CH:6]=[CH:7][C:2]=1[F:1]. The yield is 0.450.